From a dataset of Full USPTO retrosynthesis dataset with 1.9M reactions from patents (1976-2016). Predict the reactants needed to synthesize the given product. (1) Given the product [CH3:40][N:16]([CH3:15])[C:17]1([C:34]2[CH:39]=[CH:38][CH:37]=[CH:36][CH:35]=2)[CH2:22][CH2:21][C:20]([C:24]2[NH:32][C:31]3[CH:30]=[CH:29][N:28]=[CH:27][C:26]=3[C:25]=2[CH3:33])=[CH:19][CH2:18]1, predict the reactants needed to synthesize it. The reactants are: O=P12OP3(OP(OP(O3)(O1)=O)(=O)O2)=O.[CH3:15][N:16]([CH3:40])[C:17]1([C:34]2[CH:39]=[CH:38][CH:37]=[CH:36][CH:35]=2)[CH2:22][CH2:21][C:20]([C:24]2[NH:32][C:31]3[CH:30]=[CH:29][N:28]=[CH:27][C:26]=3[C:25]=2[CH3:33])(O)[CH2:19][CH2:18]1.O.[OH-].[Na+]. (2) Given the product [OH:50][CH2:49][C:48]#[C:47][CH2:46][NH:45][C:21](=[O:22])[C:20]1[CH:24]=[CH:25][CH:26]=[CH:27][C:19]=1[NH:18][C:14]1[CH:13]=[C:12]2[C:17]([C:9]([CH:8]=[CH:7][C:2]3[CH:3]=[CH:4][CH:5]=[CH:6][N:1]=3)=[N:10][NH:11]2)=[CH:16][CH:15]=1, predict the reactants needed to synthesize it. The reactants are: [N:1]1[CH:6]=[CH:5][CH:4]=[CH:3][C:2]=1[CH:7]=[CH:8][C:9]1[C:17]2[C:12](=[CH:13][C:14]([NH:18][C:19]3[CH:27]=[CH:26][CH:25]=[CH:24][C:20]=3[C:21]([O-])=[O:22])=[CH:15][CH:16]=2)[NH:11][N:10]=1.C([N+](CCCC)(CCCC)CCCC)CCC.[NH2:45][CH2:46][C:47]#[C:48][CH2:49][OH:50]. (3) Given the product [N:26]1[C:30]2[CH:31]=[CH:32][CH:33]=[CH:34][C:29]=2[NH:28][C:27]=1[O:1][CH2:2][CH2:3][N:4]1[CH2:9][CH2:8][N:7]([C:10]([O:12][C:13]([CH3:16])([CH3:15])[CH3:14])=[O:11])[CH2:6][CH2:5]1, predict the reactants needed to synthesize it. The reactants are: [OH:1][CH2:2][CH2:3][N:4]1[CH2:9][CH2:8][N:7]([C:10]([O:12][C:13]([CH3:16])([CH3:15])[CH3:14])=[O:11])[CH2:6][CH2:5]1.[H-].[Na+].C([N:26]1[C:30]2[CH:31]=[CH:32][CH:33]=[CH:34][C:29]=2[N:28]=[C:27]1Cl)C1C=CC=CC=1. (4) Given the product [Cl:1][C:2]1[CH:7]=[CH:6][C:5]([C:8]2[S:9][CH:10]=[C:11]([C:14](=[N:18][NH:17][C:19]([NH:21][C:22]3[S:26][C:25]([C:27]([OH:29])=[O:28])=[CH:24][CH:23]=3)=[S:20])[CH3:16])[C:12]=2[OH:13])=[CH:4][CH:3]=1, predict the reactants needed to synthesize it. The reactants are: [Cl:1][C:2]1[CH:7]=[CH:6][C:5]([C:8]2[S:9][CH:10]=[C:11]([C:14]([CH3:16])=O)[C:12]=2[OH:13])=[CH:4][CH:3]=1.[NH:17]([C:19]([NH:21][C:22]1[S:26][C:25]([C:27]([OH:29])=[O:28])=[CH:24][CH:23]=1)=[S:20])[NH2:18]. (5) The reactants are: [F:1][C:2]([F:7])([F:6])[C:3]([OH:5])=[O:4].[NH2:8][C:9]1[C:14]([CH2:15][N:16]2[C:21]([CH3:22])=[CH:20][C:19]([O:23][CH2:24][C:25]3[CH:30]=[CH:29][C:28]([F:31])=[CH:27][C:26]=3[F:32])=[C:18]([Cl:33])[C:17]2=[O:34])=[CH:13][N:12]=[C:11]([CH3:35])[N:10]=1.C(N(CC)CC)C.C([O:46][CH2:47][C:48](Cl)=[O:49])(=O)C. Given the product [F:1][C:2]([F:7])([F:6])[C:3]([OH:5])=[O:4].[Cl:33][C:18]1[C:17](=[O:34])[N:16]([CH2:15][C:14]2[C:9]([NH:8][C:47](=[O:46])[CH2:48][OH:49])=[N:10][C:11]([CH3:35])=[N:12][CH:13]=2)[C:21]([CH3:22])=[CH:20][C:19]=1[O:23][CH2:24][C:25]1[CH:30]=[CH:29][C:28]([F:31])=[CH:27][C:26]=1[F:32], predict the reactants needed to synthesize it.